Dataset: Full USPTO retrosynthesis dataset with 1.9M reactions from patents (1976-2016). Task: Predict the reactants needed to synthesize the given product. (1) Given the product [NH2:1][C:2]1[C:7]([NH2:8])=[CH:6][CH:5]=[CH:4][C:3]=1[C:11](=[O:13])[CH3:12], predict the reactants needed to synthesize it. The reactants are: [NH2:1][C:2]1[C:7]([N+:8]([O-])=O)=[CH:6][CH:5]=[CH:4][C:3]=1[C:11](=[O:13])[CH3:12].[H][H]. (2) Given the product [CH2:19]([O:13][C:9]1[CH:10]=[C:11]([OH:12])[N:7]([C:1]2[CH:2]=[CH:3][CH:4]=[CH:5][CH:6]=2)[N:8]=1)[CH3:20], predict the reactants needed to synthesize it. The reactants are: [C:1]1([N:7]2[C:11](=[O:12])[CH2:10][C:9](=[O:13])[NH:8]2)[CH:6]=[CH:5][CH:4]=[CH:3][CH:2]=1.S(=O)(=O)(O)O.[CH2:19](O)[CH3:20]. (3) Given the product [C:17]([O:16][C:14](=[O:15])/[CH:13]=[CH:27]/[C:26]1[CH:29]=[C:22]([Cl:21])[CH:23]=[CH:24][C:25]=1[O:30][CH:31]([F:33])[F:32])([CH3:18])([CH3:19])[CH3:20], predict the reactants needed to synthesize it. The reactants are: CC(C)([O-])C.[K+].COP([CH2:13][C:14]([O:16][C:17]([CH3:20])([CH3:19])[CH3:18])=[O:15])(OC)=O.[Cl:21][C:22]1[CH:23]=[CH:24][C:25]([O:30][CH:31]([F:33])[F:32])=[C:26]([CH:29]=1)[CH:27]=O. (4) Given the product [NH2:28][C:14]1[N:15]=[CH:16][C:17]([C:30]2[CH:31]=[N:32][N:33]([CH:35]3[CH2:36][CH2:37][N:38]([C:41](=[O:43])[CH3:42])[CH2:39][CH2:40]3)[CH:34]=2)=[CH:18][C:13]=1[O:12][CH:10]([C:3]1[C:4]([Cl:9])=[CH:5][CH:6]=[C:7]([F:8])[C:2]=1[Cl:1])[CH3:11], predict the reactants needed to synthesize it. The reactants are: [Cl:1][C:2]1[C:7]([F:8])=[CH:6][CH:5]=[C:4]([Cl:9])[C:3]=1[CH:10]([O:12][C:13]1[C:14]([NH2:28])=[N:15][CH:16]=[C:17](B2OC(C)(C)C(C)(C)O2)[CH:18]=1)[CH3:11].Br[C:30]1[CH:31]=[N:32][N:33]([CH:35]2[CH2:40][CH2:39][N:38]([C:41](=[O:43])[CH3:42])[CH2:37][CH2:36]2)[CH:34]=1.BrC1C=NN(C2CCNCC2)C=1.C(Cl)(=O)C.